From a dataset of Forward reaction prediction with 1.9M reactions from USPTO patents (1976-2016). Predict the product of the given reaction. (1) Given the reactants [CH3:1][C:2]1[C:6]([CH2:7][O:8][C:9]2[CH:14]=[CH:13][C:12]([S:15]([NH:18][C:19]3[C:24]([CH3:25])=[CH:23][C:22]([CH3:26])=[CH:21][N:20]=3)(=[O:17])=[O:16])=[CH:11][CH:10]=2)=[C:5]([CH3:27])[O:4][N:3]=1.[CH3:28][C:29](N=C(N(C)C)N(C)C)([CH3:31])[CH3:30].BrCC(C)C, predict the reaction product. The product is: [CH3:1][C:2]1[C:6]([CH2:7][O:8][C:9]2[CH:14]=[CH:13][C:12]([S:15]([N:18]([C:19]3[C:24]([CH3:25])=[CH:23][C:22]([CH3:26])=[CH:21][N:20]=3)[CH2:28][CH:29]([CH3:31])[CH3:30])(=[O:17])=[O:16])=[CH:11][CH:10]=2)=[C:5]([CH3:27])[O:4][N:3]=1. (2) Given the reactants [NH2:1][C:2]1[C:3]2[C:13]([O:14][CH2:15][C:16]([NH:19][C:20](=[O:28])[C:21]3[CH:26]=[CH:25][N:24]=[C:23](Br)[CH:22]=3)([CH3:18])[CH3:17])=[CH:12][CH:11]=[CH:10][C:4]=2[NH:5][S:6](=[O:9])(=[O:8])[N:7]=1.[OH:29][C:30]1[CH:35]=[CH:34][CH:33]=[CH:32][C:31]=1B(O)O, predict the reaction product. The product is: [NH2:1][C:2]1[C:3]2[C:13]([O:14][CH2:15][C:16]([NH:19][C:20](=[O:28])[C:21]3[CH:26]=[CH:25][N:24]=[C:23]([C:31]4[CH:32]=[CH:33][CH:34]=[CH:35][C:30]=4[OH:29])[CH:22]=3)([CH3:18])[CH3:17])=[CH:12][CH:11]=[CH:10][C:4]=2[NH:5][S:6](=[O:9])(=[O:8])[N:7]=1. (3) The product is: [CH3:24][Si:25]([C:28]#[C:29][C:2]1[CH:16]=[CH:15][C:5]2[N:6]=[C:7]([NH:9][C:10]([NH:12][CH2:13][CH3:14])=[O:11])[S:8][C:4]=2[CH:3]=1)([CH3:27])[CH3:26]. Given the reactants Br[C:2]1[CH:16]=[CH:15][C:5]2[N:6]=[C:7]([NH:9][C:10]([NH:12][CH2:13][CH3:14])=[O:11])[S:8][C:4]=2[CH:3]=1.C(N(CC)CC)C.[CH3:24][Si:25]([C:28]#[CH:29])([CH3:27])[CH3:26], predict the reaction product. (4) Given the reactants [CH2:1]([S-:3])[CH3:2].[Na+].Cl[C:6]1[C:7]([C:12]([NH:14][C:15]2[CH:20]=[CH:19][C:18]([C:21]([F:24])([F:23])[F:22])=[CH:17][CH:16]=2)=[O:13])=[N:8][CH:9]=[CH:10][CH:11]=1.CN(C=O)C, predict the reaction product. The product is: [CH2:1]([S:3][C:6]1[C:7]([C:12]([NH:14][C:15]2[CH:20]=[CH:19][C:18]([C:21]([F:23])([F:24])[F:22])=[CH:17][CH:16]=2)=[O:13])=[N:8][CH:9]=[CH:10][CH:11]=1)[CH3:2]. (5) Given the reactants [CH:1]1([C:5]2[C:14]([C:15]#[CH:16])=[CH:13][C:8]([C:9]([O:11][CH3:12])=[O:10])=[C:7]([CH3:17])[CH:6]=2)[CH2:4][CH2:3][CH2:2]1.CCOC(C)=O.O.[Si]([N:29]=[N+:30]=[N-:31])(C)(C)C, predict the reaction product. The product is: [CH:1]1([C:5]2[C:14]([C:15]3[CH:16]=[N:31][NH:30][N:29]=3)=[CH:13][C:8]([C:9]([O:11][CH3:12])=[O:10])=[C:7]([CH3:17])[CH:6]=2)[CH2:2][CH2:3][CH2:4]1.